Dataset: Reaction yield outcomes from USPTO patents with 853,638 reactions. Task: Predict the reaction yield, written as a fraction of the theoretical maximum amount of product (1.0 means a 100% yield; for example, 0.34 means a 34% yield). The product is [Br:15][C:12]1[S:11][C:10]([C:7]2[CH:8]=[CH:9][C:2]([F:1])=[C:3]([CH:6]=2)[C:4]#[N:5])=[N:14][CH:13]=1. The catalyst is CN(C=O)C. The reactants are [F:1][C:2]1[CH:9]=[CH:8][C:7]([C:10]2[S:11][CH:12]=[CH:13][N:14]=2)=[CH:6][C:3]=1[C:4]#[N:5].[Br:15]N1C(=O)CCC1=O.[OH-].[Na+]. The yield is 0.700.